This data is from Forward reaction prediction with 1.9M reactions from USPTO patents (1976-2016). The task is: Predict the product of the given reaction. (1) Given the reactants [C:1]([C:4]1[C:5]([C:20](=[O:22])[CH3:21])=[C:6]([CH3:19])[N:7]([C:10]2[CH:15]=[CH:14][C:13]([O:16][CH3:17])=[CH:12][C:11]=2[OH:18])[C:8]=1[CH3:9])(=[O:3])[CH3:2].C([O-])([O-])=O.[K+].[K+].Br[CH2:30][CH3:31], predict the reaction product. The product is: [C:1]([C:4]1[C:5]([C:20](=[O:22])[CH3:21])=[C:6]([CH3:19])[N:7]([C:10]2[CH:15]=[CH:14][C:13]([O:16][CH3:17])=[CH:12][C:11]=2[O:18][CH2:30][CH3:31])[C:8]=1[CH3:9])(=[O:3])[CH3:2]. (2) Given the reactants [N:1]1[CH:6]=[CH:5][CH:4]=[C:3]([NH:7][C:8](=[O:14])[O:9][C:10]([CH3:13])([CH3:12])[CH3:11])[CH:2]=1.[Li]C(C)(C)C.N1([CH:26]=[O:27])CCCCC1.[NH4+].[Cl-], predict the reaction product. The product is: [CH:26]([C:4]1[CH:5]=[CH:6][N:1]=[CH:2][C:3]=1[NH:7][C:8](=[O:14])[O:9][C:10]([CH3:11])([CH3:13])[CH3:12])=[O:27]. (3) Given the reactants [F:1][C:2]([F:11])([F:10])[C:3]1[CH:4]=[C:5]([SH:9])[CH:6]=[CH:7][CH:8]=1.[OH:12][C@H:13]1[C@@H:17]([OH:18])[CH2:16][O:15][C:14]1=[O:19].C(=O)([O-])[O-].[K+].[K+].Cl, predict the reaction product. The product is: [OH:12][C@@H:13]([C@@H:17]([OH:18])[CH2:16][S:9][C:5]1[CH:6]=[CH:7][CH:8]=[C:3]([C:2]([F:1])([F:10])[F:11])[CH:4]=1)[C:14]([OH:19])=[O:15].